From a dataset of Reaction yield outcomes from USPTO patents with 853,638 reactions. Predict the reaction yield, written as a fraction of the theoretical maximum amount of product (1.0 means a 100% yield; for example, 0.34 means a 34% yield). (1) The reactants are [CH:1]1([C:7]2[C:11]([CH2:12][CH2:13][CH2:14][OH:15])=[CH:10][N:9]([C:16]3[CH:21]=[CH:20][C:19]([C:22]([F:25])([F:24])[F:23])=[CH:18][N:17]=3)[N:8]=2)[CH2:6][CH2:5][CH2:4][CH2:3][CH2:2]1.[CH:26]1([N:32]2[C:36]([CH2:37][CH2:38][C:39]([O:41]CC)=[O:40])=[CH:35][C:34](O)=[N:33]2)[CH2:31][CH2:30][CH2:29][CH2:28][CH2:27]1.C(P(CCCC)CCCC)CCC.N(C(N1CCCCC1)=O)=NC(N1CCCCC1)=O. The catalyst is O1CCCC1. The product is [CH:26]1([N:32]2[C:36]([CH2:37][CH2:38][C:39]([OH:41])=[O:40])=[CH:35][C:34]([O:15][CH2:14][CH2:13][CH2:12][C:11]3[C:7]([CH:1]4[CH2:6][CH2:5][CH2:4][CH2:3][CH2:2]4)=[N:8][N:9]([C:16]4[CH:21]=[CH:20][C:19]([C:22]([F:23])([F:24])[F:25])=[CH:18][N:17]=4)[CH:10]=3)=[N:33]2)[CH2:27][CH2:28][CH2:29][CH2:30][CH2:31]1. The yield is 0.460. (2) The reactants are [N:1]1([C:6]([O:8][CH2:9][C:10]2[CH:15]=[CH:14][CH:13]=[CH:12][CH:11]=2)=[O:7])[CH2:5][CH:4]=[CH:3][CH2:2]1.C1C=C(Cl)C=C(C(OO)=[O:24])C=1. The catalyst is C(Cl)Cl. The product is [CH:3]12[O:24][CH:4]1[CH2:5][N:1]([C:6]([O:8][CH2:9][C:10]1[CH:15]=[CH:14][CH:13]=[CH:12][CH:11]=1)=[O:7])[CH2:2]2. The yield is 0.830. (3) The reactants are C(OC([NH:8][CH2:9][C:10]([C:12]1[CH:17]=[CH:16][C:15]([C:18]2[CH:23]=[C:22]([C:24]3[NH:32][C:31]4[CH2:30][CH2:29][NH:28][C:27](=[O:33])[C:26]=4[CH:25]=3)[CH:21]=[CH:20][N:19]=2)=[CH:14][CH:13]=1)=[O:11])=O)(C)(C)C.[F:34][C:35]([F:40])([F:39])[C:36]([OH:38])=[O:37]. No catalyst specified. The product is [F:34][C:35]([F:40])([F:39])[C:36]([OH:38])=[O:37].[F:34][C:35]([F:40])([F:39])[C:36]([OH:38])=[O:37].[NH2:8][CH2:9][C:10]([C:12]1[CH:13]=[CH:14][C:15]([C:18]2[CH:23]=[C:22]([C:24]3[NH:32][C:31]4[CH2:30][CH2:29][NH:28][C:27](=[O:33])[C:26]=4[CH:25]=3)[CH:21]=[CH:20][N:19]=2)=[CH:16][CH:17]=1)=[O:11]. The yield is 0.630. (4) The reactants are [Cl:1][C:2]1[C:11]2[C:6](=[CH:7][C:8]([O:14][CH3:15])=[C:9]([O:12][CH3:13])[CH:10]=2)[N:5]=[CH:4][CH:3]=1.[OH:16][C:17]1[CH:30]=[CH:29][C:28]([CH3:31])=[CH:27][C:18]=1[C:19]([C:21]1[CH:26]=[CH:25][CH:24]=[CH:23][CH:22]=1)=[O:20].[OH-].[Na+]. The catalyst is C(Cl)(Cl)Cl. The product is [ClH:1].[CH3:13][O:12][C:9]1[CH:10]=[C:11]2[C:6](=[CH:7][C:8]=1[O:14][CH3:15])[N:5]=[CH:4][CH:3]=[C:2]2[O:16][C:17]1[CH:30]=[CH:29][C:28]([CH3:31])=[CH:27][C:18]=1[C:19]([C:21]1[CH:22]=[CH:23][CH:24]=[CH:25][CH:26]=1)=[O:20]. The yield is 0.120. (5) The reactants are [Cl:1][C:2]1[CH:10]=[CH:9][C:5]([C:6]([NH2:8])=[O:7])=[C:4]([OH:11])[CH:3]=1.N1C=CC=CC=1.Cl[C:19](OCC)=[O:20]. The catalyst is C(#N)C. The product is [Cl:1][C:2]1[CH:10]=[CH:9][C:5]2[C:6](=[O:7])[NH:8][C:19](=[O:20])[O:11][C:4]=2[CH:3]=1. The yield is 0.830. (6) The reactants are [F:1][C:2]([F:12])([F:11])[C:3]1[CH:10]=[CH:9][C:6]([CH:7]=O)=[CH:5][CH:4]=1.[NH2:13][C:14]1[S:15][C:16]([CH3:19])=[CH:17][N:18]=1.C([O:22][C:23](=O)[C:24]([OH:37])=[CH:25][C:26]([C:28]1[CH:33]=[CH:32][C:31]([CH:34]([CH3:36])[CH3:35])=[CH:30][CH:29]=1)=[O:27])C. No catalyst specified. The product is [OH:37][C:24]1[C:23](=[O:22])[N:13]([C:14]2[S:15][C:16]([CH3:19])=[CH:17][N:18]=2)[CH:7]([C:6]2[CH:9]=[CH:10][C:3]([C:2]([F:12])([F:11])[F:1])=[CH:4][CH:5]=2)[C:25]=1[C:26](=[O:27])[C:28]1[CH:33]=[CH:32][C:31]([CH:34]([CH3:36])[CH3:35])=[CH:30][CH:29]=1. The yield is 0.150.